From a dataset of Reaction yield outcomes from USPTO patents with 853,638 reactions. Predict the reaction yield, written as a fraction of the theoretical maximum amount of product (1.0 means a 100% yield; for example, 0.34 means a 34% yield). (1) The reactants are [CH3:1][O:2][C:3]([C@H:5]1[N:10]([C:11]2[N:16]=[C:15]([C:17]([F:20])([F:19])[F:18])[C:14]([C:21]([O:23][CH3:24])=[O:22])=[CH:13][N:12]=2)[CH2:9][CH2:8][N:7]([C:25](OC(C)(C)C)=O)[CH2:6]1)=[O:4].Cl.[CH2:33]([C:40]1[C:49]2[C:44](=[CH:45][CH:46]=[CH:47][CH:48]=2)C(Cl)=[N:42][N:41]=1)[C:34]1[CH:39]=[CH:38][CH:37]=[CH:36][CH:35]=1.[CH2:51](N(CC)CC)C. The catalyst is C(OCC)C.C(Cl)Cl. The product is [CH2:24]([O:23][C:21]([C:14]1[C:15]([C:17]([F:20])([F:19])[F:18])=[N:16][C:11]([N:10]2[CH2:9][CH2:8][N:7]([C:25]3[C:48]4[C:49](=[CH:44][CH:45]=[CH:46][CH:47]=4)[C:40]([CH2:33][C:34]4[CH:39]=[CH:38][CH:37]=[CH:36][CH:35]=4)=[N:41][N:42]=3)[CH2:6][C@H:5]2[C:3]([O:2][CH3:1])=[O:4])=[N:12][CH:13]=1)=[O:22])[CH3:51]. The yield is 0.0800. (2) The yield is 0.900. The product is [CH3:27][C:2]1([C:1]([OH:26])=[O:25])[CH:6]=[CH:5][N:4]([C:12]2[C:21]([F:22])=[CH:20][C:19]3[C:14](=[CH:15][CH:16]=[CH:17][CH:18]=3)[CH:13]=2)[NH:3]1. The reactants are [CH3:1][C:2]1[CH:6]=[C:5](C(OCC)=O)[N:4]([C:12]2[C:21]([F:22])=[CH:20][C:19]3[C:14](=[CH:15][CH:16]=[CH:17][CH:18]=3)[CH:13]=2)[N:3]=1.O[Li].[OH2:25].[OH2:26].[CH3:27]O. No catalyst specified. (3) The reactants are [CH3:1][C:2]1([CH3:10])[CH2:7][CH2:6][CH2:5][CH:4]([CH3:8])[C:3]1=[O:9].C([N-]C(C)C)(C)C.[Li+].C1C=CC(N([S:26]([C:29]([F:32])([F:31])[F:30])(=[O:28])=[O:27])[S:26]([C:29]([F:32])([F:31])[F:30])(=[O:28])=[O:27])=CC=1. The catalyst is C1COCC1.C(=O)=O. The product is [F:30][C:29]([F:32])([F:31])[S:26]([O:9][C:3]1[C:2]([CH3:10])([CH3:1])[CH2:7][CH2:6][CH2:5][C:4]=1[CH3:8])(=[O:28])=[O:27]. The yield is 0.600. (4) The reactants are [Si:1]([O:8][C@@H:9]1[C@H:13]([CH2:14][O:15][Si:16]([C:19]([CH3:22])([CH3:21])[CH3:20])([CH3:18])[CH3:17])[CH2:12][C@@H:11]([O:23][C:24]2[CH:29]=[C:28](Cl)[N:27]=[CH:26][N:25]=2)[CH2:10]1)([C:4]([CH3:7])([CH3:6])[CH3:5])([CH3:3])[CH3:2].[C:31]1([CH2:41][OH:42])[C:40]2[C:35](=[CH:36][CH:37]=[CH:38][CH:39]=2)[CH:34]=[CH:33][CH:32]=1.[H-].[Na+]. The catalyst is CN(C=O)C.O. The product is [Si:1]([O:8][C@@H:9]1[C@H:13]([CH2:14][O:15][Si:16]([C:19]([CH3:22])([CH3:21])[CH3:20])([CH3:18])[CH3:17])[CH2:12][C@@H:11]([O:23][C:24]2[CH:29]=[C:28]([O:42][CH2:41][C:31]3[C:40]4[C:35](=[CH:36][CH:37]=[CH:38][CH:39]=4)[CH:34]=[CH:33][CH:32]=3)[N:27]=[CH:26][N:25]=2)[CH2:10]1)([C:4]([CH3:7])([CH3:6])[CH3:5])([CH3:3])[CH3:2]. The yield is 0.550. (5) The reactants are [N:1]1[CH:6]=[CH:5][CH:4]=[C:3]([C:7]2[CH:8]=[C:9]([CH:13]=[CH:14][CH:15]=2)[C:10](O)=[O:11])[CH:2]=1.C(O)(=O)C1C=CC=CC=1. The catalyst is C1COCC1. The product is [N:1]1[CH:6]=[CH:5][CH:4]=[C:3]([C:7]2[CH:8]=[C:9]([CH:13]=[CH:14][CH:15]=2)[CH2:10][OH:11])[CH:2]=1. The yield is 0.530. (6) The reactants are [CH2:1]([N:3]1[C:8](=[O:9])[CH:7]=[CH:6][CH:5]=[C:4]1[C:10](OCC)=[O:11])[CH3:2].[Cl-].[Ca+2].[Cl-].[BH4-].[Na+]. The catalyst is C(O)C. The product is [CH2:1]([N:3]1[C:4]([CH2:10][OH:11])=[CH:5][CH:6]=[CH:7][C:8]1=[O:9])[CH3:2]. The yield is 0.760. (7) The reactants are [OH:1][C:2]1[CH:3]=[C:4]([CH2:9][C@H:10]([NH:27]C(OC(C)(C)C)=O)[C:11]([O:13][C@H:14]([CH3:26])[C@H:15]([O:17][C:18]([C:20]2[CH:25]=[CH:24][CH:23]=[CH:22][CH:21]=2)=[O:19])[CH3:16])=[O:12])[CH:5]=[CH:6][C:7]=1[OH:8].[ClH:35]. The catalyst is O1CCOCC1. The product is [ClH:35].[NH2:27][C@@H:10]([CH2:9][C:4]1[CH:5]=[CH:6][C:7]([OH:8])=[C:2]([OH:1])[CH:3]=1)[C:11]([O:13][C@H:14]([CH3:26])[C@H:15]([O:17][C:18]([C:20]1[CH:25]=[CH:24][CH:23]=[CH:22][CH:21]=1)=[O:19])[CH3:16])=[O:12]. The yield is 0.870.